Dataset: Reaction yield outcomes from USPTO patents with 853,638 reactions. Task: Predict the reaction yield, written as a fraction of the theoretical maximum amount of product (1.0 means a 100% yield; for example, 0.34 means a 34% yield). The reactants are CCN(C(C)C)C(C)C.[Cl:10][C:11]1[CH:16]=[CH:15][C:14]([C@H:17]([NH:19][C:20]([C:22]2([C:28]#[N:29])[CH2:27][CH2:26][NH:25][CH2:24][CH2:23]2)=[O:21])[CH3:18])=[CH:13][CH:12]=1.[CH:30]1[C:34]2[C:35](Cl)=[N:36][CH:37]=[N:38][C:33]=2[NH:32][CH:31]=1. The catalyst is CC(N(C)C)=O. The product is [Cl:10][C:11]1[CH:12]=[CH:13][C:14]([C@H:17]([NH:19][C:20]([C:22]2([C:28]#[N:29])[CH2:23][CH2:24][N:25]([C:35]3[C:34]4[CH:30]=[CH:31][NH:32][C:33]=4[N:38]=[CH:37][N:36]=3)[CH2:26][CH2:27]2)=[O:21])[CH3:18])=[CH:15][CH:16]=1. The yield is 0.462.